From a dataset of Retrosynthesis with 50K atom-mapped reactions and 10 reaction types from USPTO. Predict the reactants needed to synthesize the given product. (1) Given the product CC(C)(C)C(=O)Nc1ncnc2c1ncn2-c1ccc(NC(=O)Nc2ccc(Cl)c(C(F)(F)F)c2)cc1, predict the reactants needed to synthesize it. The reactants are: CC(C)(C)C(=O)OC(=O)C(C)(C)C.Nc1ncnc2c1ncn2-c1ccc(NC(=O)Nc2ccc(Cl)c(C(F)(F)F)c2)cc1. (2) Given the product CC1(C)O[C@@H]2[C@@H](CO)O[C@@H](n3ccc4c(N[C@H]5CCc6ccccc65)ncnc43)[C@@H]2O1, predict the reactants needed to synthesize it. The reactants are: CC1(C)O[C@@H]2[C@@H](CO)O[C@@H](n3ccc4c(Cl)ncnc43)[C@@H]2O1.N[C@H]1CCc2ccccc21. (3) Given the product COC(=O)c1ccn(-c2ccc3nc(C4CC4)c(C)n3c2)c(=O)c1, predict the reactants needed to synthesize it. The reactants are: COC(=O)c1cc[nH]c(=O)c1.Cc1c(C2CC2)nc2ccc(I)cn12. (4) Given the product COc1cc2nccc(Oc3ccc(N)cc3)c2cc1OC, predict the reactants needed to synthesize it. The reactants are: COc1cc2nccc(Oc3ccc(N)cc3Cl)c2cc1OC. (5) Given the product N#CN1CCN(Cc2ccc(F)cc2)C(=O)C1, predict the reactants needed to synthesize it. The reactants are: N#CBr.O=C1CNCCN1Cc1ccc(F)cc1.